Dataset: Experimentally validated miRNA-target interactions with 360,000+ pairs, plus equal number of negative samples. Task: Binary Classification. Given a miRNA mature sequence and a target amino acid sequence, predict their likelihood of interaction. (1) The miRNA is mmu-miR-7680-3p with sequence ACUGCUUGUUCACUGGAAUAGG. The protein sequence of the target gene is MRAARALLPLLLQACWTAAQDEPETPRAVAFQDCPVDLFFVLDTSESVALRLKPYGALVDKVKSFTKRFIDNLRDRYYRCDRNLVWNAGALHYSDEVEIIQGLTRMPGGRDALKSSVDAVKYFGKGTYTDCAIKKGLEQLLVGGSHLKENKYLIVVTDGHPLEGYKEPCGGLEDAVNEAKHLGVKVFSVAITPDHLEPRLSIIATDHTYRRNFTAADWGQSRDAEEAISQTIDTIVDMIKNNVEQVCCSFECQPARGPPGLRGDPGFEGERGKPGLPGEKGEAGDPGRPGDLGPVGYQGM.... Result: 0 (no interaction). (2) The miRNA is hsa-miR-4797-5p with sequence GACAGAGUGCCACUUACUGAA. The protein sequence of the target gene is MSVSRTMEDSCELDLVYVTERIIAVSFPSTANEENFRSNLREVAQMLKSKHGGNYLLFNLSERRPDITKLHAKVLEFGWPDLHTPALEKICSICKAMDTWLNADPHNVVVLHNKGNRGRIGVVIAAYMHYSNISASADQALDRFAMKRFYEDKIVPIGQPSQRRYVHYFSGLLSGSIKMNNKPLFLHHVIMHGIPNFESKGGCRPFLRIYQAMQPVYTSGIYNIPGDSQTSVCITIEPGLLLKGDILLKCYHKKFRSPARDVIFRVQFHTCAIHDLGVVFGKEDLDDAFKDDRFPEYGKV.... Result: 0 (no interaction). (3) The miRNA is hsa-miR-3127-5p with sequence AUCAGGGCUUGUGGAAUGGGAAG. The protein sequence of the target gene is MRLRTRKASQQSNQIQTQRTARAKRKYSEVDDSLPSGGEKPSKNETGLLSSIKKFIKGSTPKEERENPSKRSRIERDIDNNLITSTPRAGEKPNKQISRVRRKSQVNGEAGSYEMTNQHVKQNGKLEDNPSSGSPPRTTLLGTIFSPVFNFFSPANKNGTSGSDSPGQAVEAEEIVKQLDMEQVDEITTSTTTSTNGAAYSNQAVQVRPSLNNGLEEAEETVNRDIPPLTAPVTPDSGYSSAHAEATYEEDWEVFDPYYFIKHVPPLTEEQLNRKPALPLKTRSTPEFSLVLDLDETLVH.... Result: 1 (interaction). (4) The protein sequence of the target gene is MYQSLAMAANHGPPPGAYEAGGPGAFMHGAGAASSPVYVPTPRVPSSVLGLSYLQGGGAGSASGGASGGSSGGAASGAGPGTQQGSPGWSQAGADGAAYTPPPVSPRFSFPGTTGSLAAAAAAAAAREAAAYSSGGGAAGAGLAGREQYGRAGFAGSYSSPYPAYMADVGASWAAAAAASAGPFDSPVLHSLPGRANPAARHPNLDMFDDFSEGRECVNCGAMSTPLWRRDGTGHYLCNACGLYHKMNGINRPLIKPQRRLSASRRVGLSCANCQTTTTTLWRRNAEGEPVCNACGLYMK.... Result: 0 (no interaction). The miRNA is mmu-miR-290b-5p with sequence GCUUAAAACUAGGCGGCACUUU. (5) The miRNA is hsa-miR-3128 with sequence UCUGGCAAGUAAAAAACUCUCAU. The protein sequence of the target gene is MEEDAGAASPAPEPEPEVDPARELEPEAGVSESISRLWTDVMGILDGSLGNIDDLAQQYADYYNTCFSDVCERMEELRKRRVSQDLDVEKPDASPTSLQLRSQIEESLGFCSAVSTPEVERKYPLHKSNSEDGCVGKGDWKKKNKYFWQNFRKNQKGIMRQTSKGEDVGYVASEITMSDEERIQLMMMVKEKMITIEEALARLKEYEAQHRQSSTLDPADWPDGSYPTLDGSSTCNSREQSDDETEDSVKFKRLHKLVNSTRRVRKKLIRVEEMKKPSAEGGEEHVFENSPVQDERSALY.... Result: 0 (no interaction). (6) The protein sequence of the target gene is MATDMSQGELIHPKALPLIVGAQLIHADKLGEKAEDTTMPIRRAVNSTRETPPKSKLAEGEEEKPEPDGSSEESISTVEEQENETPPATSSEAEQPKGEPESGEKEENNNKSAEEPKKDEKDQSKEKEKKVKKTIPAWATLSASQLARAQRQTPMASSPRPKMDAILTEAIKACFQKTGASVVAIRKYIIHKYPSLGLERRGYLLKQALKRELNRGVIRQVKGKGASGSFVVVQKSKPPQKSKNRKKGSALDPEPQVKLEDVLPLAFTRLCEPKEASYSLIRKYVSQYYPKLRVDIRPQL.... The miRNA is mmu-miR-7b-5p with sequence UGGAAGACUUGUGAUUUUGUUGUU. Result: 1 (interaction).